From a dataset of Reaction yield outcomes from USPTO patents with 853,638 reactions. Predict the reaction yield, written as a fraction of the theoretical maximum amount of product (1.0 means a 100% yield; for example, 0.34 means a 34% yield). (1) The reactants are [CH2:1]([O:8][C:9]([NH:11][CH2:12][CH2:13][CH2:14][CH2:15][CH2:16][CH2:17][CH2:18][CH2:19][CH2:20][CH2:21][C:22]([O:24]C)=O)=[O:10])[C:2]1[CH:7]=[CH:6][CH:5]=[CH:4][CH:3]=1.Cl.[CH3:27][NH:28][O:29][CH3:30].C(=O)=O.C([Mg]Cl)(C)C. The catalyst is C1COCC1. The product is [CH3:30][O:29][N:28]([CH3:27])[C:22](=[O:24])[CH2:21][CH2:20][CH2:19][CH2:18][CH2:17][CH2:16][CH2:15][CH2:14][CH2:13][CH2:12][NH:11][C:9](=[O:10])[O:8][CH2:1][C:2]1[CH:3]=[CH:4][CH:5]=[CH:6][CH:7]=1. The yield is 0.840. (2) The reactants are [Br:1][C:2]1[CH:3]=[C:4]2[NH:10][CH:9]=[N:8][C:5]2=[N:6][CH:7]=1.[H-].[Na+].[C:13]1([C:19](Cl)([C:26]2[CH:31]=[CH:30][CH:29]=[CH:28][CH:27]=2)[C:20]2[CH:25]=[CH:24][CH:23]=[CH:22][CH:21]=2)[CH:18]=[CH:17][CH:16]=[CH:15][CH:14]=1. The catalyst is CN(C)C=O. The product is [Br:1][C:2]1[CH:3]=[C:4]2[N:10]=[CH:9][N:8]([C:19]([C:13]3[CH:18]=[CH:17][CH:16]=[CH:15][CH:14]=3)([C:26]3[CH:27]=[CH:28][CH:29]=[CH:30][CH:31]=3)[C:20]3[CH:21]=[CH:22][CH:23]=[CH:24][CH:25]=3)[C:5]2=[N:6][CH:7]=1. The yield is 0.370. (3) The reactants are [CH3:1][O:2][C:3]1[CH:8]=[CH:7][C:6]([C:9]2[N:10]=[N:11][N:12]([CH3:14])[N:13]=2)=[CH:5][C:4]=1[CH2:15]O.C1(P(C2C=CC=CC=2)C2C=CC=CC=2)C=CC=CC=1.[Br:36]N1C(=O)CCC1=O. The catalyst is C(Cl)Cl. The product is [Br:36][CH2:15][C:4]1[CH:5]=[C:6]([C:9]2[N:10]=[N:11][N:12]([CH3:14])[N:13]=2)[CH:7]=[CH:8][C:3]=1[O:2][CH3:1]. The yield is 0.630. (4) The reactants are Cl.CN(C)CCCN=C=NCC.[C:13]([O:17][C:18](=[O:37])[NH:19][C@@H:20]([C@H:30]1[CH2:35][CH2:34][C@H:33]([NH2:36])[CH2:32][CH2:31]1)[C:21]([N:23]1[CH2:27][CH2:26][C:25]([F:29])([F:28])[CH2:24]1)=[O:22])([CH3:16])([CH3:15])[CH3:14].[CH2:38]([O:45][C:46](=[O:53])[N:47]([CH2:49][C:50](O)=[O:51])[CH3:48])[C:39]1[CH:44]=[CH:43][CH:42]=[CH:41][CH:40]=1.OC1C2N=NNC=2C=CC=1. The catalyst is ClCCl. The product is [C:13]([O:17][C:18](=[O:37])[NH:19][C@@H:20]([C@H:30]1[CH2:35][CH2:34][C@H:33]([NH:36][C:50](=[O:51])[CH2:49][N:47]([C:46]([O:45][CH2:38][C:39]2[CH:44]=[CH:43][CH:42]=[CH:41][CH:40]=2)=[O:53])[CH3:48])[CH2:32][CH2:31]1)[C:21]([N:23]1[CH2:27][CH2:26][C:25]([F:29])([F:28])[CH2:24]1)=[O:22])([CH3:16])([CH3:14])[CH3:15]. The yield is 0.200.